From a dataset of Reaction yield outcomes from USPTO patents with 853,638 reactions. Predict the reaction yield, written as a fraction of the theoretical maximum amount of product (1.0 means a 100% yield; for example, 0.34 means a 34% yield). (1) The product is [CH:1]([O:4][C:5]([N:7]1[CH2:12][CH2:11][CH:10]([O:13][C:14]2[C:19]([CH3:20])=[C:18]([O:29][C:28]3[CH:27]=[CH:26][C:25]([CH2:30][C:31]([OH:33])=[O:32])=[CH:24][C:23]=3[F:22])[N:17]=[CH:16][N:15]=2)[CH2:9][CH2:8]1)=[O:6])([CH3:3])[CH3:2]. The reactants are [CH:1]([O:4][C:5]([N:7]1[CH2:12][CH2:11][CH:10]([O:13][C:14]2[C:19]([CH3:20])=[C:18](Cl)[N:17]=[CH:16][N:15]=2)[CH2:9][CH2:8]1)=[O:6])([CH3:3])[CH3:2].[F:22][C:23]1[CH:24]=[C:25]([CH2:30][C:31]([OH:33])=[O:32])[CH:26]=[CH:27][C:28]=1[OH:29].[H-].[Na+]. The catalyst is CC(N(C)C)=O. The yield is 0.480. (2) The reactants are Br[C:2]1[C:3]2[O:12][C:11]([CH2:13][N:14]3[CH2:19][CH2:18][N:17]([S:20]([CH3:23])(=[O:22])=[O:21])[CH2:16][C@H:15]3[CH3:24])=[CH:10][C:4]=2[C:5](=[O:9])[N:6]([CH3:8])[CH:7]=1.[CH3:25][O:26][C:27]1[CH:28]=[C:29](B(O)O)[CH:30]=[CH:31][C:32]=1[O:33][CH3:34].C(=O)([O-])[O-].[K+].[K+]. The catalyst is C1(C)C=CC=CC=1.CCO.C(OCC)(=O)C.Cl[Pd](Cl)([P](C1C=CC=CC=1)(C1C=CC=CC=1)C1C=CC=CC=1)[P](C1C=CC=CC=1)(C1C=CC=CC=1)C1C=CC=CC=1. The product is [CH3:25][O:26][C:27]1[CH:28]=[C:29]([C:2]2[C:3]3[O:12][C:11]([CH2:13][N:14]4[CH2:19][CH2:18][N:17]([S:20]([CH3:23])(=[O:22])=[O:21])[CH2:16][C@H:15]4[CH3:24])=[CH:10][C:4]=3[C:5](=[O:9])[N:6]([CH3:8])[CH:7]=2)[CH:30]=[CH:31][C:32]=1[O:33][CH3:34]. The yield is 0.700. (3) The reactants are C[O:2][C:3](=[O:23])[CH2:4][CH2:5][C:6]1[CH:11]=[CH:10][C:9]([S:12][CH2:13][CH2:14][C@@H:15]([O:17]S(C)(=O)=O)[CH3:16])=[CH:8][C:7]=1[CH3:22].[O:24]([C:31]1[CH:36]=[C:35]([C:37]([F:40])([F:39])[F:38])[CH:34]=[CH:33][C:32]=1O)[C:25]1[CH:30]=[CH:29][CH:28]=[CH:27][CH:26]=1.C(=O)([O-])[O-].[Cs+].[Cs+].[OH-].[Na+]. The catalyst is CN(C=O)C. The product is [CH3:22][C:7]1[CH:8]=[C:9]([S:12][CH2:13][CH2:14][C@H:15]([O:17][C:32]2[CH:33]=[CH:34][C:35]([C:37]([F:40])([F:39])[F:38])=[CH:36][C:31]=2[O:24][C:25]2[CH:26]=[CH:27][CH:28]=[CH:29][CH:30]=2)[CH3:16])[CH:10]=[CH:11][C:6]=1[CH2:5][CH2:4][C:3]([OH:2])=[O:23]. The yield is 0.130.